From a dataset of Full USPTO retrosynthesis dataset with 1.9M reactions from patents (1976-2016). Predict the reactants needed to synthesize the given product. (1) Given the product [CH3:1][O:2][C:3]1[CH:4]=[C:5]2[C:11]([C:12]([O:14][CH3:15])=[O:13])=[N:10][NH:9][C:6]2=[N:7][CH:8]=1, predict the reactants needed to synthesize it. The reactants are: [CH3:1][O:2][C:3]1[CH:4]=[C:5]2[C:11]([C:12]([O:14][CH3:15])=[O:13])=[N:10][N:9](COCC[Si](C)(C)C)[C:6]2=[N:7][CH:8]=1.Cl. (2) Given the product [NH2:103][C@@H:73]([CH2:74][C:75]1[CH:76]=[C:77]([F:82])[CH:78]=[C:79]([F:81])[CH:80]=1)[C@@H:72]([C@H:9]1[CH2:5][CH2:6][CH2:17][CH2:7][N:8]1[CH:23]([C:22]1[CH:21]=[CH:20][CH:57]=[CH:56][CH:55]=1)[C:24]1[CH:25]=[CH:27][CH:32]=[CH:31][CH:30]=1)[OH:83], predict the reactants needed to synthesize it. The reactants are: C(O[C@H:5]1[CH2:9][N:8](C(OC(C)(C)C)=O)[C@@H:7]([CH2:17]O)[CH2:6]1)C=C.F[C:20]1[CH:21]=[C:22]([CH:55]=[C:56](F)[CH:57]=1)[CH2:23][C@H:24](C(N1[C@@H](CC2C=CC=CC=2)COC1=O)=O)[C@@H:25]([CH:27]1[CH2:32][CH2:31][CH2:30]CN1C(OC(C)(C)C)=O)O.C([C@H]1COC(=O)N1[C:72](=[O:83])[CH2:73][CH2:74][C:75]1[CH:80]=[C:79]([F:81])[CH:78]=[C:77]([F:82])[CH:76]=1)C1C=CC=CC=1.B(OS(C(F)(F)F)(=O)=O)(CCCC)CCCC.C([N:103](CC)CC)C.C(O[C@H]1CN(C(OC(C)(C)C)=O)[C@@H](C(O)=O)C1)C=C. (3) Given the product [CH:1]([C:4]1[CH:9]=[C:8]([CH2:10][NH2:11])[N:7]=[C:6]2[C:12]([CH3:16])=[N:13][N:14]([CH3:15])[C:5]=12)([CH3:3])[CH3:2], predict the reactants needed to synthesize it. The reactants are: [CH:1]([C:4]1[CH:9]=[C:8]([C:10]#[N:11])[N:7]=[C:6]2[C:12]([CH3:16])=[N:13][N:14]([CH3:15])[C:5]=12)([CH3:3])[CH3:2].C1COCC1.Cl. (4) Given the product [C:39]([N:43]1[CH:47]=[C:46]([NH:48][C:31]([NH:4][C:3]2[CH:5]=[CH:6][C:7]([O:9][C:10]3[C:11]4[N:18]([CH3:19])[CH:17]=[CH:16][C:12]=4[N:13]=[CH:14][N:15]=3)=[CH:8][C:2]=2[Cl:1])=[O:37])[CH:45]=[N:44]1)([CH3:42])([CH3:41])[CH3:40], predict the reactants needed to synthesize it. The reactants are: [Cl:1][C:2]1[CH:8]=[C:7]([O:9][C:10]2[C:11]3[N:18]([CH3:19])[CH:17]=[CH:16][C:12]=3[N:13]=[CH:14][N:15]=2)[CH:6]=[CH:5][C:3]=1[NH2:4].C(N(CC)CC)C.ClC(Cl)(O[C:31](=[O:37])OC(Cl)(Cl)Cl)Cl.[C:39]([N:43]1[CH:47]=[C:46]([NH2:48])[CH:45]=[N:44]1)([CH3:42])([CH3:41])[CH3:40]. (5) Given the product [CH3:1][N:25]1[C:20]([S:19][CH3:18])=[N:21][C:22]([C:27]2[CH:32]=[CH:31][N:30]=[CH:29][CH:28]=2)=[N:23][C:24]1=[O:26], predict the reactants needed to synthesize it. The reactants are: [CH2:1](N)C1C=CC=CC=1.C(N)CC1C=CC=CC=1.[CH3:18][S:19][C:20]1[NH:25][C:24](=[O:26])[N:23]=[C:22]([C:27]2[CH:32]=[CH:31][N:30]=[CH:29][CH:28]=2)[N:21]=1. (6) Given the product [F:12][C:11]([F:14])([F:13])[C:10](=[O:9])[CH2:4][C:3]#[N:5], predict the reactants needed to synthesize it. The reactants are: [H-].[Na+].[C:3](#[N:5])[CH3:4].C([O:9][CH2:10][C:11]([F:14])([F:13])[F:12])(=O)C. (7) Given the product [F:13][CH:11]1[CH2:12][NH:8][CH:9]([CH2:14][O:15][C:16]2[CH:26]=[CH:25][C:19]([C:20]([O:22][CH2:23][CH3:24])=[O:21])=[CH:18][C:17]=2[O:27][CH3:28])[CH2:10]1, predict the reactants needed to synthesize it. The reactants are: C(OC([N:8]1[CH2:12][CH:11]([F:13])[CH2:10][CH:9]1[CH2:14][O:15][C:16]1[CH:26]=[CH:25][C:19]([C:20]([O:22][CH2:23][CH3:24])=[O:21])=[CH:18][C:17]=1[O:27][CH3:28])=O)(C)(C)C.C(O)(C(F)(F)F)=O.